This data is from Retrosynthesis with 50K atom-mapped reactions and 10 reaction types from USPTO. The task is: Predict the reactants needed to synthesize the given product. Given the product COc1ccc(C(C#N)CNC(N)=O)cc1OC1CCCC1, predict the reactants needed to synthesize it. The reactants are: COc1ccc(C(C#N)CN)cc1OC1CCCC1.C[Si](C)(C)N=C=O.